Task: Predict the product of the given reaction.. Dataset: Forward reaction prediction with 1.9M reactions from USPTO patents (1976-2016) The product is: [NH2:24][CH2:23][CH2:22][CH2:21][CH2:20][CH2:19][CH2:18][CH2:17][N:14]1[CH2:15][CH2:16][CH:11]([C:5]2[C:4]3[C:8](=[CH:9][CH:10]=[C:2]([OH:1])[CH:3]=3)[NH:7][CH:6]=2)[CH2:12][CH2:13]1. Given the reactants [OH:1][C:2]1[CH:3]=[C:4]2[C:8](=[CH:9][CH:10]=1)[NH:7][CH:6]=[C:5]2[CH:11]1[CH2:16][CH2:15][N:14]([CH2:17][CH2:18][CH2:19][CH2:20][CH2:21][CH2:22][CH2:23][N:24]2C(=O)C3=CC=CC=C3C2=O)[CH2:13][CH2:12]1.O.NN, predict the reaction product.